Dataset: Reaction yield outcomes from USPTO patents with 853,638 reactions. Task: Predict the reaction yield, written as a fraction of the theoretical maximum amount of product (1.0 means a 100% yield; for example, 0.34 means a 34% yield). (1) The reactants are [CH2:1]([N:3]([CH2:6][CH3:7])[CH2:4][CH3:5])C.[H-].[Na+].[N:10]1([S:19]([C:22]2[CH:32]=[CH:31][C:25]3CCNCC[C:24]=3[CH:23]=2)(=[O:21])=[O:20])[C:18]2[C:13](=[CH:14][CH:15]=[CH:16][CH:17]=2)[CH:12]=[CH:11]1.IC.[NH4+].[Cl-].[OH-].[Na+]. The catalyst is COCCOC. The product is [N:10]1([S:19]([C:22]2[CH:32]=[CH:31][C:25]3[CH2:5][CH2:4][N:3]([CH3:1])[CH2:6][CH2:7][C:24]=3[CH:23]=2)(=[O:20])=[O:21])[C:18]2[C:13](=[CH:14][CH:15]=[CH:16][CH:17]=2)[CH:12]=[CH:11]1. The yield is 0.390. (2) The reactants are C([N:8]1[CH2:19][CH2:18][C:11]2([C:15](=[O:16])[NH:14][C:13](=[O:17])[CH2:12]2)[CH2:10][CH2:9]1)C1C=CC=CC=1.CCO. The catalyst is [OH-].[OH-].[Pd+2].C(O)(=O)C. The product is [C:15]1(=[O:16])[C:11]2([CH2:10][CH2:9][NH:8][CH2:19][CH2:18]2)[CH2:12][C:13](=[O:17])[NH:14]1. The yield is 1.00. (3) The reactants are C(P(CCCC)CCCC)CCC.N(C(OC(C)C)=O)=NC(OC(C)C)=O.[Cl:28][C:29]1[CH:34]=[C:33]([CH2:35][OH:36])[CH:32]=[CH:31][N:30]=1.[C:37]1(O)[CH:42]=[CH:41][CH:40]=[CH:39][CH:38]=1. The catalyst is O1CCCC1. The product is [Cl:28][C:29]1[CH:34]=[C:33]([CH2:35][O:36][C:37]2[CH:42]=[CH:41][CH:40]=[CH:39][CH:38]=2)[CH:32]=[CH:31][N:30]=1. The yield is 0.610. (4) The product is [CH3:1][C:2]1[N:3]=[C:4]([N:12]2[C:16](=[O:17])[NH:15][N:14]=[CH:13]2)[S:5][C:6]=1[C:7]([OH:9])=[O:8]. No catalyst specified. The reactants are [CH3:1][C:2]1[N:3]=[C:4]([N:12]2[C:16](=[O:17])[N:15](CC3C=CC(C(F)(F)F)=CC=3)[N:14]=[CH:13]2)[S:5][C:6]=1[C:7]([O:9]CC)=[O:8].CC1N=C(N2C(=O)NN=C2)SC=1C(OCC)=O. The yield is 0.940. (5) The reactants are [C:1]([N:4]1[C@@H:13]([CH:14]2[CH2:16][CH2:15]2)[C@H:12]([CH3:17])[C@@H:11]([NH:18][C:19]2[CH:24]=[CH:23][CH:22]=[CH:21][CH:20]=2)[C:10]2[N:9]=[C:8]([N:25]3[CH2:30][CH2:29][N:28](C(OC(C)(C)C)=O)[CH2:27][CH2:26]3)[CH:7]=[CH:6][C:5]1=2)(=[O:3])[CH3:2].Cl. The catalyst is O1CCOCC1. The product is [CH:14]1([C@H:13]2[C@H:12]([CH3:17])[C@@H:11]([NH:18][C:19]3[CH:24]=[CH:23][CH:22]=[CH:21][CH:20]=3)[C:10]3[C:5](=[CH:6][CH:7]=[C:8]([N:25]4[CH2:30][CH2:29][NH:28][CH2:27][CH2:26]4)[N:9]=3)[N:4]2[C:1](=[O:3])[CH3:2])[CH2:15][CH2:16]1. The yield is 0.560. (6) The reactants are [CH2:1]([O:3][C:4]([C:6]1[C:11](=[O:12])[N:10](CC2C=CC(OC)=CC=2)[C:9]2[CH:22]=[CH:23][S:24][C:8]=2[C:7]=1[Cl:25])=[O:5])[CH3:2]. The catalyst is C(O)(C(F)(F)F)=O. The product is [CH2:1]([O:3][C:4]([C:6]1[C:11](=[O:12])[NH:10][C:9]2[CH:22]=[CH:23][S:24][C:8]=2[C:7]=1[Cl:25])=[O:5])[CH3:2]. The yield is 0.990. (7) The reactants are [N:1]1[CH:6]=[CH:5][CH:4]=[C:3]([NH:7][C:8](=[O:15])OCC(Cl)(Cl)Cl)[CH:2]=1.[F:16][C:17]1[CH:18]=[C:19]([C:23]2[N:24]=[C:25]([N:28]3[CH2:33][CH2:32][NH:31][CH2:30][CH2:29]3)[S:26][CH:27]=2)[CH:20]=[CH:21][CH:22]=1.C(N(C(C)C)CC)(C)C.O. The catalyst is CS(C)=O. The product is [F:16][C:17]1[CH:18]=[C:19]([C:23]2[N:24]=[C:25]([N:28]3[CH2:29][CH2:30][N:31]([C:8]([NH:7][C:3]4[CH:2]=[N:1][CH:6]=[CH:5][CH:4]=4)=[O:15])[CH2:32][CH2:33]3)[S:26][CH:27]=2)[CH:20]=[CH:21][CH:22]=1. The yield is 0.505. (8) The reactants are [Cl:1][C:2]1[N:3]=[N:4][C:5]([Cl:12])=[CH:6][C:7]=1[C:8]([NH:10][CH3:11])=[O:9].[NH4+:13].[OH-]. The catalyst is C(O)C. The product is [NH2:13][C:2]1[N:3]=[N:4][C:5]([Cl:12])=[CH:6][C:7]=1[C:8]([NH:10][CH3:11])=[O:9].[NH2:13][C:5]1[N:4]=[N:3][C:2]([Cl:1])=[C:7]([C:8]([NH:10][CH3:11])=[O:9])[CH:6]=1. The yield is 0.360. (9) The reactants are Br[C:2]1[CH:7]=[CH:6][N:5]=[C:4]([C:8]([N:10]2[CH2:16][CH2:15][CH2:14][N:13]([CH:17]3[CH2:20][CH2:19][CH2:18]3)[CH2:12][CH2:11]2)=[O:9])[CH:3]=1.[C:21]([O-:24])([O-])=O.[Cs+].[Cs+]. The catalyst is CC(N(C)C)=O.CCOCC. The product is [CH:17]1([N:13]2[CH2:14][CH2:15][CH2:16][N:10]([C:8]([C:4]3[CH:3]=[C:2]([O:24][C:21]4[CH:6]=[CH:7][CH:2]=[CH:3][CH:4]=4)[CH:7]=[CH:6][N:5]=3)=[O:9])[CH2:11][CH2:12]2)[CH2:20][CH2:19][CH2:18]1. The yield is 0.380.